Dataset: Forward reaction prediction with 1.9M reactions from USPTO patents (1976-2016). Task: Predict the product of the given reaction. Given the reactants [Cl:1][C:2]1[C:3]([N:27]([CH3:31])[CH2:28][CH2:29][CH3:30])=[CH:4][C:5]2[N:11]=[C:10]([C:12]3[CH:17]=[CH:16][CH:15]=[C:14]([N:18]4[C:22]([CH2:23]O)=[N:21][CH:20]=[N:19]4)[CH:13]=3)[CH2:9][C:8](=[O:25])[NH:7][C:6]=2[CH:26]=1.S(Cl)(Cl)=O.[Cl-].[CH:37]1([NH2:40])[CH2:39][CH2:38]1, predict the reaction product. The product is: [Cl:1][C:2]1[C:3]([N:27]([CH3:31])[CH2:28][CH2:29][CH3:30])=[CH:4][C:5]2[N:11]=[C:10]([C:12]3[CH:17]=[CH:16][CH:15]=[C:14]([N:18]4[C:22]([CH2:23][NH:40][CH:37]5[CH2:39][CH2:38]5)=[N:21][CH:20]=[N:19]4)[CH:13]=3)[CH2:9][C:8](=[O:25])[NH:7][C:6]=2[CH:26]=1.